From a dataset of Forward reaction prediction with 1.9M reactions from USPTO patents (1976-2016). Predict the product of the given reaction. (1) Given the reactants [CH3:1][N:2]1[CH2:15][CH2:14][C:5]2[NH:6][C:7]3[CH:8]=[CH:9][C:10]([CH3:13])=[CH:11][C:12]=3[C:4]=2[CH2:3]1.N1CCC[C@H]1C(O)=O.P([O-])([O-])([O-])=O.[K+].[K+].[K+].Br[CH:33]=[C:34]([C:36]1[CH:41]=[C:40]([F:42])[C:39]([F:43])=[CH:38][C:37]=1[Cl:44])[CH3:35], predict the reaction product. The product is: [Cl:44][C:37]1[CH:38]=[C:39]([F:43])[C:40]([F:42])=[CH:41][C:36]=1/[C:34](/[CH3:35])=[CH:33]/[N:6]1[C:7]2[CH:8]=[CH:9][C:10]([CH3:13])=[CH:11][C:12]=2[C:4]2[CH2:3][N:2]([CH3:1])[CH2:15][CH2:14][C:5]1=2. (2) The product is: [C:1]([C:5]1[N:10]=[C:9]([N:11]2[CH2:12][CH2:13][N:14]([CH2:17][CH2:18][CH:19]([CH3:30])[CH2:20][N:21]3[CH:26]=[C:25]([CH3:27])[C:24](=[O:28])[NH:23][C:22]3=[O:29])[CH2:15][CH2:16]2)[CH:8]=[C:7]([C:31]([F:33])([F:34])[F:32])[N:6]=1)([CH3:2])([CH3:3])[CH3:4]. Given the reactants [C:1]([C:5]1[N:10]=[C:9]([N:11]2[CH2:16][CH2:15][N:14]([CH2:17]/[CH:18]=[C:19](\[CH3:30])/[CH2:20][N:21]3[CH:26]=[C:25]([CH3:27])[C:24](=[O:28])[NH:23][C:22]3=[O:29])[CH2:13][CH2:12]2)[CH:8]=[C:7]([C:31]([F:34])([F:33])[F:32])[N:6]=1)([CH3:4])([CH3:3])[CH3:2].[H][H], predict the reaction product. (3) The product is: [F:39][CH2:40][CH:41]1[CH2:44][N:43]([CH2:45][CH2:46][O:1][C:2]2[CH:7]=[CH:6][C:5]([CH:8]3[CH:17]([C:18]4[CH:19]=[CH:20][C:21]([O:24][CH:25]5[CH2:30][CH2:29][CH2:28][CH2:27][O:26]5)=[CH:22][CH:23]=4)[C:16](=[O:31])[C:15]4[C:10](=[CH:11][C:12]([O:32][CH:33]5[CH2:38][CH2:37][CH2:36][CH2:35][O:34]5)=[CH:13][CH:14]=4)[O:9]3)=[CH:4][CH:3]=2)[CH2:42]1. Given the reactants [OH:1][C:2]1[CH:7]=[CH:6][C:5]([CH:8]2[CH:17]([C:18]3[CH:23]=[CH:22][C:21]([O:24][CH:25]4[CH2:30][CH2:29][CH2:28][CH2:27][O:26]4)=[CH:20][CH:19]=3)[C:16](=[O:31])[C:15]3[C:10](=[CH:11][C:12]([O:32][CH:33]4[CH2:38][CH2:37][CH2:36][CH2:35][O:34]4)=[CH:13][CH:14]=3)[O:9]2)=[CH:4][CH:3]=1.[F:39][CH2:40][CH:41]1[CH2:44][N:43]([CH2:45][CH2:46]O)[CH2:42]1.C1(P(C2C=CC=CC=2)C2C=CC=CC=2)C=CC=CC=1.N(C(OCC)=O)=NC(OCC)=O, predict the reaction product. (4) The product is: [CH2:46]([O:45][CH:32]([O:31][CH2:29][CH3:30])[C:33]1[CH:40]=[C:39]([C:41]([F:43])([F:44])[F:42])[CH:38]=[CH:37][C:34]=1[CH2:35][NH:1][C:2]1[CH:6]=[CH:5][NH:4][C:3]=1[C:7]([O:9][CH2:10][CH3:11])=[O:8])[CH3:47]. Given the reactants [NH2:1][C:2]1[CH:6]=[CH:5][NH:4][C:3]=1[C:7]([O:9][CH2:10][CH3:11])=[O:8].CCN(C(C)C)C(C)C.CC(O)=O.[B-]C#N.[Na+].[CH2:29]([O:31][CH:32]([O:45][CH2:46][CH3:47])[C:33]1[CH:40]=[C:39]([C:41]([F:44])([F:43])[F:42])[CH:38]=[CH:37][C:34]=1[CH:35]=O)[CH3:30], predict the reaction product. (5) Given the reactants COC1C=CC(C[N:8](CC2C=CC(OC)=CC=2)[C:9]2[N:13](CC3C=CC(OC)=CC=3)[N:12]=[C:11]([NH:23][C:24]3[CH:25]=[C:26]([C:30]4([C:33]#[N:34])[CH2:32][CH2:31]4)[CH:27]=[CH:28][CH:29]=3)[N:10]=2)=CC=1.C(O)(C(F)(F)F)=O, predict the reaction product. The product is: [NH2:8][C:9]1[NH:13][N:12]=[C:11]([NH:23][C:24]2[CH:25]=[C:26]([C:30]3([C:33]#[N:34])[CH2:31][CH2:32]3)[CH:27]=[CH:28][CH:29]=2)[N:10]=1. (6) Given the reactants [Cl:1][C:2]1[CH:7]=[CH:6][C:5]([C:8]2[S:9][C:10]([C:17]([C:19]3[O:20][CH:21]=[CH:22][CH:23]=3)=[O:18])=[CH:11][C:12]=2[CH2:13][C:14]([OH:16])=[O:15])=[CH:4][CH:3]=1.C(Cl)(=O)C(Cl)=O.CN(C)C=O.[C:35](O)([CH3:38])([CH3:37])[CH3:36], predict the reaction product. The product is: [Cl:1][C:2]1[CH:7]=[CH:6][C:5]([C:8]2[S:9][C:10]([C:17]([C:19]3[O:20][CH:21]=[CH:22][CH:23]=3)=[O:18])=[CH:11][C:12]=2[CH2:13][C:14]([O:16][C:35]([CH3:38])([CH3:37])[CH3:36])=[O:15])=[CH:4][CH:3]=1. (7) Given the reactants C([SiH2][O:6][C:7](C)(C)[C:8]1[CH:13]=[CH:12][C:11]([C:14]#[C:15][C:16]2[CH:21]=[CH:20][C:19]([CH2:22][C:23]([O:25][CH3:26])=[O:24])=[CH:18][CH:17]=2)=[CH:10][C:9]=1[CH:27]([CH3:29])[CH3:28])(C)(C)C.[F-].C([N+](CCCC)(CCCC)CCCC)CCC, predict the reaction product. The product is: [OH:6][CH2:7][C:8]1[CH:13]=[CH:12][C:11]([C:14]#[C:15][C:16]2[CH:21]=[CH:20][C:19]([CH2:22][C:23]([O:25][CH3:26])=[O:24])=[CH:18][CH:17]=2)=[CH:10][C:9]=1[CH:27]([CH3:29])[CH3:28]. (8) The product is: [CH2:1]([O:8][C:9](=[O:18])[NH:10][CH:11]1[CH2:16][CH2:15][CH2:14][C:13]2[NH:39][N:35]=[CH:37][C:12]1=2)[C:2]1[CH:7]=[CH:6][CH:5]=[CH:4][CH:3]=1. Given the reactants [CH2:1]([O:8][C:9](=[O:18])[NH:10][CH:11]1[CH2:16][CH2:15][CH2:14][C:13](=O)[CH2:12]1)[C:2]1[CH:7]=[CH:6][CH:5]=[CH:4][CH:3]=1.C1(C)C=CC=CC=1.C(OC([N:35]([CH3:37])C)N(C)C)(C)(C)C.O.[NH2:39]N, predict the reaction product.